Dataset: Forward reaction prediction with 1.9M reactions from USPTO patents (1976-2016). Task: Predict the product of the given reaction. (1) The product is: [NH2:8][C:7]1[C:2]([F:1])=[CH:3][C:4]([CH3:25])=[C:5]([N:11]2[CH2:20][C:19]3[C:14](=[N:15][C:16]([S:21][CH3:22])=[N:17][CH:18]=3)[N:13]([CH3:23])[C:12]2=[O:24])[CH:6]=1. Given the reactants [F:1][C:2]1[C:7]([N+:8]([O-])=O)=[CH:6][C:5]([N:11]2[CH2:20][C:19]3[C:14](=[N:15][C:16]([S:21][CH3:22])=[N:17][CH:18]=3)[N:13]([CH3:23])[C:12]2=[O:24])=[C:4]([CH3:25])[CH:3]=1.Cl, predict the reaction product. (2) Given the reactants Cl.[Cl:2][CH2:3][CH2:4][NH:5][CH2:6][CH2:7][Cl:8].Cl[C:10]([O:12][CH3:13])=[O:11], predict the reaction product. The product is: [CH3:13][O:12][C:10](=[O:11])[N:5]([CH2:6][CH2:7][Cl:8])[CH2:4][CH2:3][Cl:2]. (3) Given the reactants [I:1][C:2]1[S:19][C:5]2[NH:6][N:7]=[C:8]([C:9]3[CH:18]=[CH:17][C:16]4[C:11](=[CH:12][CH:13]=[CH:14][CH:15]=4)[CH:10]=3)[C:4]=2[CH:3]=1.N1C2SC(C#N)=CC=2C=N1.[H-].[Na+].[C:32](Cl)([C:45]1[CH:50]=[CH:49][CH:48]=[CH:47][CH:46]=1)([C:39]1[CH:44]=[CH:43][CH:42]=[CH:41][CH:40]=1)[C:33]1[CH:38]=[CH:37][CH:36]=[CH:35][CH:34]=1, predict the reaction product. The product is: [I:1][C:2]1[S:19][C:5]2[N:6]([C:32]([C:33]3[CH:38]=[CH:37][CH:36]=[CH:35][CH:34]=3)([C:45]3[CH:46]=[CH:47][CH:48]=[CH:49][CH:50]=3)[C:39]3[CH:40]=[CH:41][CH:42]=[CH:43][CH:44]=3)[N:7]=[C:8]([C:9]3[CH:18]=[CH:17][C:16]4[C:11](=[CH:12][CH:13]=[CH:14][CH:15]=4)[CH:10]=3)[C:4]=2[CH:3]=1.